From a dataset of Reaction yield outcomes from USPTO patents with 853,638 reactions. Predict the reaction yield, written as a fraction of the theoretical maximum amount of product (1.0 means a 100% yield; for example, 0.34 means a 34% yield). (1) The reactants are [C:1]([O:5][C:6]([N:8]1[CH2:13][CH2:12][CH:11]([O:14][C:15]2[CH:20]=[CH:19][CH:18]=[C:17](Cl)[N:16]=2)[CH2:10][CH2:9]1)=[O:7])([CH3:4])([CH3:3])[CH3:2].C(=[NH:35])(C1C=CC=CC=1)C1C=CC=CC=1.CC(C)([O-])C.[Na+].C([O-])(=O)C.[Na+].Cl.NO. The catalyst is CO.C1C=CC(/C=C/C(/C=C/C2C=CC=CC=2)=O)=CC=1.C1C=CC(/C=C/C(/C=C/C2C=CC=CC=2)=O)=CC=1.C1C=CC(/C=C/C(/C=C/C2C=CC=CC=2)=O)=CC=1.[Pd].[Pd].C1C=CC(P(C2C(C3C(P(C4C=CC=CC=4)C4C=CC=CC=4)=CC=C4C=3C=CC=C4)=C3C(C=CC=C3)=CC=2)C2C=CC=CC=2)=CC=1.C1(C)C=CC=CC=1. The product is [C:1]([O:5][C:6]([N:8]1[CH2:13][CH2:12][CH:11]([O:14][C:15]2[CH:20]=[CH:19][CH:18]=[C:17]([NH2:35])[N:16]=2)[CH2:10][CH2:9]1)=[O:7])([CH3:4])([CH3:3])[CH3:2]. The yield is 0.980. (2) The reactants are Br[CH2:2][CH2:3][CH2:4][CH:5]=[CH2:6].C([O-])([O-])=O.[K+].[K+].[C:13]1(=[O:23])[NH:17][C:16](=[O:18])[C:15]2=[CH:19][CH:20]=[CH:21][CH:22]=[C:14]12.[K].O. The catalyst is CN(C=O)C. The product is [CH2:2]([N:17]1[C:13](=[O:23])[C:14]2[C:15](=[CH:19][CH:20]=[CH:21][CH:22]=2)[C:16]1=[O:18])[CH2:3][CH2:4][CH:5]=[CH2:6]. The yield is 0.725. (3) The reactants are [NH2:1][C:2]1[CH:7]=[CH:6][C:5]([N+:8]([O-:10])=[O:9])=[CH:4][C:3]=1[OH:11].C(=O)([O-])[O-].[Cs+].[Cs+].Br[C:19]1[CH:24]=[CH:23][C:22]([C:25]([F:28])([F:27])[F:26])=[CH:21][C:20]=1[O:29][CH3:30].C(O)(=O)C.C(Cl)Cl.CO.[NH4+].[OH-]. The catalyst is CN(C=O)C.[Cu]I.CCOC(C)=O. The product is [CH3:30][O:29][C:20]1[CH:21]=[C:22]([C:25]([F:26])([F:27])[F:28])[CH:23]=[CH:24][C:19]=1[NH:1][C:2]1[CH:7]=[CH:6][C:5]([N+:8]([O-:10])=[O:9])=[CH:4][C:3]=1[OH:11]. The yield is 0.246.